This data is from Catalyst prediction with 721,799 reactions and 888 catalyst types from USPTO. The task is: Predict which catalyst facilitates the given reaction. (1) Reactant: [NH2:1][C:2]1[C:10]2[C:9]([C:11]3[CH:16]=[CH:15][C:14]([Cl:17])=[C:13]([Cl:18])[CH:12]=3)=[N:8][C:7](S(C)=O)=[N:6][C:5]=2[S:4][C:3]=1[C:22]([NH2:24])=[O:23].[NH2:25][CH2:26][CH2:27][CH3:28]. Product: [NH2:1][C:2]1[C:10]2[C:9]([C:11]3[CH:16]=[CH:15][C:14]([Cl:17])=[C:13]([Cl:18])[CH:12]=3)=[N:8][C:7]([NH:25][CH2:26][CH2:27][CH3:28])=[N:6][C:5]=2[S:4][C:3]=1[C:22]([NH2:24])=[O:23]. The catalyst class is: 1. (2) Reactant: C(OC([N:8]1[CH2:12][C@@H:11]([CH2:13][N:14]([CH:31]([CH3:33])[CH3:32])[C:15](=[O:30])[C:16]2[CH:21]=[CH:20][C:19]([O:22][CH3:23])=[C:18]([O:24][CH2:25][CH2:26][CH2:27][O:28][CH3:29])[CH:17]=2)[C@H:10]([OH:34])[CH2:9]1)=O)(C)(C)C.[CH2:35]([O:42][C:43]1[CH:48]=[CH:47][CH:46]=[C:45]([CH2:49]Br)[CH:44]=1)[C:36]1[CH:41]=[CH:40][CH:39]=[CH:38][CH:37]=1.CC#N.O.CC#N. Product: [CH2:35]([O:42][C:43]1[CH:44]=[C:45]([CH:46]=[CH:47][CH:48]=1)[CH2:49][O:34][C@@H:10]1[CH2:9][NH:8][CH2:12][C@H:11]1[CH2:13][N:14]([CH:31]([CH3:32])[CH3:33])[C:15](=[O:30])[C:16]1[CH:21]=[CH:20][C:19]([O:22][CH3:23])=[C:18]([O:24][CH2:25][CH2:26][CH2:27][O:28][CH3:29])[CH:17]=1)[C:36]1[CH:37]=[CH:38][CH:39]=[CH:40][CH:41]=1. The catalyst class is: 6. (3) Reactant: C([O:3][C:4]([C:6]1([NH:11][C:12]([CH:14]2[CH2:18][CH:17]([O:19][C:20]3[C:29]4[C:24](=[CH:25][C:26]([O:30][CH3:31])=[CH:27][CH:28]=4)[N:23]=[C:22]([C:32]4[CH:37]=[CH:36][CH:35]=[CH:34][CH:33]=4)[CH:21]=3)[CH2:16][NH:15]2)=[O:13])[CH2:8][CH:7]1[CH:9]=[CH2:10])=[O:5])C.[Li+].[OH-].CC(O)=O.C1(C)C=CC=CC=1. Product: [CH3:31][O:30][C:26]1[CH:25]=[C:24]2[C:29]([C:20]([O:19][C@H:17]3[CH2:16][NH:15][C@H:14]([C:12]([NH:11][C@:6]4([C:4]([OH:5])=[O:3])[CH2:8][C@H:7]4[CH:9]=[CH2:10])=[O:13])[CH2:18]3)=[CH:21][C:22]([C:32]3[CH:33]=[CH:34][CH:35]=[CH:36][CH:37]=3)=[N:23]2)=[CH:28][CH:27]=1. The catalyst class is: 36. (4) Reactant: [F:1][C:2]([F:27])([F:26])[C:3]1[CH:21]=[C:20]([C:22]([F:25])([F:24])[F:23])[CH:19]=[CH:18][C:4]=1[CH2:5][O:6][C:7]1[C:14]([O:15][CH3:16])=[CH:13][C:10]([CH:11]=O)=[C:9]([Cl:17])[CH:8]=1.[CH3:28][NH:29][C:30]1[CH2:34][S:33][C:32](=[O:35])[N:31]=1.CC(C)([O-])C.[K+]. Product: [F:1][C:2]([F:26])([F:27])[C:3]1[CH:21]=[C:20]([C:22]([F:24])([F:25])[F:23])[CH:19]=[CH:18][C:4]=1[CH2:5][O:6][C:7]1[C:14]([O:15][CH3:16])=[CH:13][C:10](/[CH:11]=[C:34]2/[C:30]([NH:29][CH3:28])=[N:31][C:32](=[O:35])[S:33]/2)=[C:9]([Cl:17])[CH:8]=1. The catalyst class is: 8. (5) Reactant: [CH3:1][C@@H:2]1[CH2:6][CH2:5][CH2:4][N:3]1[CH2:7][CH2:8][CH2:9][O:10][C:11]1[CH:16]=[CH:15][C:14]([C:17]2[S:18][C:19]3[CH2:20][N:21]([CH2:26][C:27]([O:29]C(C)(C)C)=[O:28])[CH2:22][CH2:23][C:24]=3[N:25]=2)=[CH:13][CH:12]=1.[F:34][C:35]([F:40])([F:39])[C:36]([OH:38])=[O:37]. Product: [F:34][C:35]([F:40])([F:39])[C:36]([OH:38])=[O:37].[CH3:1][C@@H:2]1[CH2:6][CH2:5][CH2:4][N:3]1[CH2:7][CH2:8][CH2:9][O:10][C:11]1[CH:16]=[CH:15][C:14]([C:17]2[S:18][C:19]3[CH2:20][N:21]([CH2:26][C:27]([OH:29])=[O:28])[CH2:22][CH2:23][C:24]=3[N:25]=2)=[CH:13][CH:12]=1. The catalyst class is: 4. (6) Reactant: Cl[CH2:2][C:3]1[S:7][C:6]([NH:8][C:9](=[O:11])[CH3:10])=[N:5][CH:4]=1.Cl.[O:13]1[C:17]2[CH:18]=[CH:19][C:20]([CH2:22][CH:23]3[CH2:28][CH2:27][NH:26][CH2:25][CH2:24]3)=[CH:21][C:16]=2[O:15][CH2:14]1.CCN(C(C)C)C(C)C. Product: [O:13]1[C:17]2[CH:18]=[CH:19][C:20]([CH2:22][CH:23]3[CH2:28][CH2:27][N:26]([CH2:2][C:3]4[S:7][C:6]([NH:8][C:9](=[O:11])[CH3:10])=[N:5][CH:4]=4)[CH2:25][CH2:24]3)=[CH:21][C:16]=2[O:15][CH2:14]1. The catalyst class is: 3. (7) Reactant: [C:1]1([S:7][CH2:8][C:9]([OH:11])=O)[CH:6]=[CH:5][CH:4]=[CH:3][CH:2]=1.[CH3:12][O:13][C:14]1[CH:15]=[C:16]([C:22]2([CH2:27][NH2:28])[CH2:26][CH2:25][CH2:24][CH2:23]2)[CH:17]=[CH:18][C:19]=1[O:20][CH3:21].C(N(CC)CC)C.F[P-](F)(F)(F)(F)F.N1(OC(N(C)C)=[N+](C)C)C2N=CC=CC=2N=N1. Product: [CH3:12][O:13][C:14]1[CH:15]=[C:16]([C:22]2([CH2:27][NH:28][C:9](=[O:11])[CH2:8][S:7][C:1]3[CH:2]=[CH:3][CH:4]=[CH:5][CH:6]=3)[CH2:23][CH2:24][CH2:25][CH2:26]2)[CH:17]=[CH:18][C:19]=1[O:20][CH3:21]. The catalyst class is: 10.